This data is from Aqueous solubility values for 9,982 compounds from the AqSolDB database. The task is: Regression/Classification. Given a drug SMILES string, predict its absorption, distribution, metabolism, or excretion properties. Task type varies by dataset: regression for continuous measurements (e.g., permeability, clearance, half-life) or binary classification for categorical outcomes (e.g., BBB penetration, CYP inhibition). For this dataset (solubility_aqsoldb), we predict Y. The drug is NC(CSCCCCCCSCC(N)C(=O)O)C(=O)O. The Y is -2.77 log mol/L.